This data is from Reaction yield outcomes from USPTO patents with 853,638 reactions. The task is: Predict the reaction yield, written as a fraction of the theoretical maximum amount of product (1.0 means a 100% yield; for example, 0.34 means a 34% yield). (1) The reactants are [F:1][C:2]([F:11])([F:10])[C:3]1[CH2:4][C:5](=[O:9])[N:6]=[CH:7][N:8]=1.C([O-])(=O)C.[Na+].[Br:17]Br. The catalyst is C(O)(=O)C. The product is [Br:17][C:4]1[C:5](=[O:9])[NH:6][CH:7]=[N:8][C:3]=1[C:2]([F:1])([F:10])[F:11]. The yield is 0.970. (2) The reactants are [C:1]([O:5][C:6]([NH:8][C:9]1[C:18]2[C:13](=[CH:14][CH:15]=[CH:16][CH:17]=2)[C:12]([O:19][C:20]2[CH:25]=[CH:24][N:23]=[C:22]([NH:26][C:27]3[CH:28]=[C:29]([CH:33]=[C:34]([O:36][CH3:37])[CH:35]=3)[C:30](O)=[O:31])[CH:21]=2)=[CH:11][CH:10]=1)=[O:7])([CH3:4])([CH3:3])[CH3:2].[O:38]1[CH2:43][CH2:42][N:41]([CH2:44][CH2:45][CH2:46][NH2:47])[CH2:40][CH2:39]1.CCN(C(C)C)C(C)C.CN(C(ON1N=NC2C=CC=NC1=2)=[N+](C)C)C.F[P-](F)(F)(F)(F)F. The catalyst is CN(C=O)C. The product is [C:1]([O:5][C:6](=[O:7])[NH:8][C:9]1[C:18]2[C:13](=[CH:14][CH:15]=[CH:16][CH:17]=2)[C:12]([O:19][C:20]2[CH:25]=[CH:24][N:23]=[C:22]([NH:26][C:27]3[CH:28]=[C:29]([C:30](=[O:31])[NH:47][CH2:46][CH2:45][CH2:44][N:41]4[CH2:42][CH2:43][O:38][CH2:39][CH2:40]4)[CH:33]=[C:34]([O:36][CH3:37])[CH:35]=3)[CH:21]=2)=[CH:11][CH:10]=1)([CH3:2])([CH3:3])[CH3:4]. The yield is 0.800.